The task is: Predict which catalyst facilitates the given reaction.. This data is from Catalyst prediction with 721,799 reactions and 888 catalyst types from USPTO. (1) Reactant: C[O:2][C:3](=[O:32])[CH2:4][O:5][C:6]1[CH:11]=[CH:10][C:9]([N:12]([CH3:30])[CH2:13][C:14]2[CH:19]=[N:18][C:17]([C:20]3[CH:25]=[CH:24][C:23]([C:26]([F:29])([F:28])[F:27])=[CH:22][CH:21]=3)=[CH:16][N:15]=2)=[CH:8][C:7]=1[CH3:31].[Li+].[OH-]. Product: [CH3:31][C:7]1[CH:8]=[C:9]([N:12]([CH3:30])[CH2:13][C:14]2[CH:19]=[N:18][C:17]([C:20]3[CH:21]=[CH:22][C:23]([C:26]([F:28])([F:27])[F:29])=[CH:24][CH:25]=3)=[CH:16][N:15]=2)[CH:10]=[CH:11][C:6]=1[O:5][CH2:4][C:3]([OH:32])=[O:2]. The catalyst class is: 219. (2) Reactant: [NH2:1][C:2]1[C:3]([C:9]([O:11]C)=[O:10])=[N:4][CH:5]=[N:6][C:7]=1[CH3:8].[OH-].[Na+:14]. Product: [Na+:14].[NH2:1][C:2]1[C:3]([C:9]([O-:11])=[O:10])=[N:4][CH:5]=[N:6][C:7]=1[CH3:8]. The catalyst class is: 5.